This data is from Full USPTO retrosynthesis dataset with 1.9M reactions from patents (1976-2016). The task is: Predict the reactants needed to synthesize the given product. Given the product [N:1]12[CH2:8][CH2:7][CH:4]([CH2:5][CH2:6]1)[C@H:3]([N:9]1[C:21](=[O:22])[C:17]3[CH:18]=[CH:19][CH:20]=[C:15]4[N:14]=[CH:13][N:12]([C:16]=34)[CH2:11][CH2:10]1)[CH2:2]2, predict the reactants needed to synthesize it. The reactants are: [N:1]12[CH2:8][CH2:7][CH:4]([CH2:5][CH2:6]1)[C@H:3]([NH:9][CH2:10][CH2:11][N:12]1[C:16]3[C:17]([C:21]([O-])=[O:22])=[CH:18][CH:19]=[CH:20][C:15]=3[N:14]=[CH:13]1)[CH2:2]2.[Li+].C(N(CC)C(C)C)(C)C.CCCP1(OP(CCC)(=O)OP(CCC)(=O)O1)=O.